From a dataset of Reaction yield outcomes from USPTO patents with 853,638 reactions. Predict the reaction yield, written as a fraction of the theoretical maximum amount of product (1.0 means a 100% yield; for example, 0.34 means a 34% yield). (1) The reactants are [F:1][C:2]1[CH:3]=[C:4]([CH:27]=[CH:28][CH:29]=1)[CH2:5][N:6]1[C:18]2[CH2:17][CH2:16][C@@H:15]([NH:19][C:20]([CH:22]3[CH2:24][CH2:23]3)=[O:21])[CH2:14][C:13]=2[C:12]2[C:7]1=[CH:8][CH:9]=[C:10]([CH:25]=O)[CH:11]=2.Cl.[NH2:31][OH:32].[OH-].[Na+]. The catalyst is O. The product is [F:1][C:2]1[CH:3]=[C:4]([CH:27]=[CH:28][CH:29]=1)[CH2:5][N:6]1[C:18]2[CH2:17][CH2:16][C@@H:15]([NH:19][C:20]([CH:22]3[CH2:24][CH2:23]3)=[O:21])[CH2:14][C:13]=2[C:12]2[C:7]1=[CH:8][CH:9]=[C:10]([CH:25]=[N:31][OH:32])[CH:11]=2. The yield is 0.820. (2) The reactants are [N+:1]([O-:4])(O)=[O:2].[C:5]([C:9]1[CH:10]=[C:11]([OH:15])[CH:12]=[CH:13][CH:14]=1)([CH3:8])([CH3:7])[CH3:6]. The catalyst is CC(O)=O. The product is [N+:1]([C:12]1[CH:13]=[CH:14][C:9]([C:5]([CH3:7])([CH3:6])[CH3:8])=[CH:10][C:11]=1[OH:15])([O-:4])=[O:2]. The yield is 0.310. (3) The yield is 0.870. The product is [CH3:10][S:11]([C:2]1[CH:3]=[CH:4][C:5]([C:8]#[N:9])=[N:6][CH:7]=1)(=[O:13])=[O:12]. The reactants are Br[C:2]1[CH:3]=[CH:4][C:5]([C:8]#[N:9])=[N:6][CH:7]=1.[CH3:10][S:11]([O-:13])=[O:12].[Na+].CS(C)=O. The catalyst is O.